Dataset: Forward reaction prediction with 1.9M reactions from USPTO patents (1976-2016). Task: Predict the product of the given reaction. (1) Given the reactants Cl[CH2:2][C:3]([CH3:5])=[O:4].C([O-])([O-])=O.[K+].[K+].[Cl:12][C:13]1[CH:18]=[CH:17][C:16]([OH:19])=[C:15]([CH:20]2[O:24][CH2:23][CH2:22][O:21]2)[CH:14]=1, predict the reaction product. The product is: [Cl:12][C:13]1[CH:18]=[CH:17][C:16]([O:19][CH2:2][C:3]([CH3:5])=[O:4])=[C:15]([CH:20]2[O:21][CH2:22][CH2:23][O:24]2)[CH:14]=1. (2) Given the reactants [NH2:1][C:2]1[CH:3]=[C:4]2[C:9](=[CH:10][CH:11]=1)[N:8]=[CH:7][CH:6]=[CH:5]2.[CH2:12]([N:19]=[C:20]=[O:21])[C:13]1[CH:18]=[CH:17][CH:16]=[CH:15][CH:14]=1, predict the reaction product. The product is: [CH2:12]([NH:19][C:20]([NH:1][C:2]1[CH:3]=[C:4]2[C:9](=[CH:10][CH:11]=1)[N:8]=[CH:7][CH:6]=[CH:5]2)=[O:21])[C:13]1[CH:18]=[CH:17][CH:16]=[CH:15][CH:14]=1. (3) Given the reactants [Cl:1][C:2]1[S:6][C:5]([C:7]([NH:9][CH:10]([C:12]2[CH:21]=[CH:20][C:15]([C:16]([O:18]C)=[O:17])=[CH:14][CH:13]=2)[CH3:11])=[O:8])=[C:4]([CH2:22][C:23]2[CH:28]=[CH:27][CH:26]=[C:25]([Cl:29])[CH:24]=2)[CH:3]=1.[Li+].[OH-], predict the reaction product. The product is: [Cl:1][C:2]1[S:6][C:5]([C:7]([NH:9][CH:10]([C:12]2[CH:13]=[CH:14][C:15]([C:16]([OH:18])=[O:17])=[CH:20][CH:21]=2)[CH3:11])=[O:8])=[C:4]([CH2:22][C:23]2[CH:28]=[CH:27][CH:26]=[C:25]([Cl:29])[CH:24]=2)[CH:3]=1. (4) Given the reactants N#N.CCN=C=NCCCN(C)C.Cl.CCN(CC)CC.[CH3:22][O:23][C:24]1[CH:25]=[C:26]([CH2:34][CH2:35][C:36]([OH:38])=O)[CH:27]=[C:28]([O:32][CH3:33])[C:29]=1[O:30][CH3:31].[CH3:39][O:40][C:41](=[O:56])[CH2:42][C:43]1[CH:44]=[C:45]([C:49]2[CH:54]=[CH:53][CH:52]=[CH:51][C:50]=2[NH2:55])[CH:46]=[CH:47][CH:48]=1, predict the reaction product. The product is: [CH3:39][O:40][C:41](=[O:56])[CH2:42][C:43]1[CH:44]=[C:45]([C:49]2[CH:54]=[CH:53][CH:52]=[CH:51][C:50]=2[NH:55][C:36](=[O:38])[CH2:35][CH2:34][C:26]2[CH:27]=[C:28]([O:32][CH3:33])[C:29]([O:30][CH3:31])=[C:24]([O:23][CH3:22])[CH:25]=2)[CH:46]=[CH:47][CH:48]=1. (5) The product is: [NH:13]1[C:14]2[C:15](=[N:16][CH:17]=[CH:18][CH:19]=2)[C:11]([C:8]2[CH2:9][CH2:10][C:5](=[O:4])[CH2:6][CH:7]=2)=[CH:12]1. Given the reactants O1[C:5]2([CH2:10][CH2:9][C:8]([C:11]3[C:15]4=[N:16][CH:17]=[CH:18][CH:19]=[C:14]4[NH:13][CH:12]=3)=[CH:7][CH2:6]2)[O:4]CC1, predict the reaction product. (6) Given the reactants [CH3:1][O-:2].[Na+].Cl[CH:5]([Cl:10])[C:6](OC)=[O:7].[F:11][C:12]([F:22])([F:21])[C:13]1[CH:14]=[C:15]([CH:18]=[CH:19][CH:20]=1)C=O.C1C[O:26][CH2:25]C1, predict the reaction product. The product is: [Cl:10][CH:5]([C:15]1[CH:18]=[CH:19][CH:20]=[C:13]([C:12]([F:11])([F:21])[F:22])[CH:14]=1)[C:6](=[O:7])[C:1]([O:26][CH3:25])=[O:2].